This data is from Reaction yield outcomes from USPTO patents with 853,638 reactions. The task is: Predict the reaction yield, written as a fraction of the theoretical maximum amount of product (1.0 means a 100% yield; for example, 0.34 means a 34% yield). (1) The reactants are [F:1][C:2]1[CH:7]=[CH:6][C:5]([C:8]2[C:16]([C:17]3[CH:22]=[CH:21][N:20]=[C:19]([NH2:23])[CH:18]=3)=[C:11]3[CH2:12][CH2:13][CH2:14][CH2:15][N:10]3[N:9]=2)=[CH:4][CH:3]=1.CCN(C(C)C)C(C)C.[CH:33]1([C:36](Cl)=[O:37])[CH2:35][CH2:34]1.O.[O:40]1[CH2:44][CH2:43][CH2:42][CH2:41]1. No catalyst specified. The product is [CH:33]1([C:36]([N:23]([C:19]2[CH:18]=[C:17]([C:16]3[C:8]([C:5]4[CH:6]=[CH:7][C:2]([F:1])=[CH:3][CH:4]=4)=[N:9][N:10]4[CH2:15][CH2:14][CH2:13][CH2:12][C:11]=34)[CH:22]=[CH:21][N:20]=2)[C:44]([CH:43]2[CH2:41][CH2:42]2)=[O:40])=[O:37])[CH2:35][CH2:34]1. The yield is 0.750. (2) The reactants are C([NH:5][S:6]([C:9]1[CH:10]=[C:11]([C:15]2[CH:20]=[CH:19][CH:18]=[C:17]([C:21]3[N:26]=[C:25]([C:27]4[CH:32]=[CH:31][C:30]([Cl:33])=[CH:29][CH:28]=4)[CH:24]=[C:23]([C:34]([F:37])([F:36])[F:35])[N:22]=3)[CH:16]=2)[CH:12]=[CH:13][CH:14]=1)(=[O:8])=[O:7])(C)(C)C.C(O)(C(F)(F)F)=O. The catalyst is ClCCl. The product is [Cl:33][C:30]1[CH:31]=[CH:32][C:27]([C:25]2[CH:24]=[C:23]([C:34]([F:36])([F:35])[F:37])[N:22]=[C:21]([C:17]3[CH:16]=[C:15]([C:11]4[CH:12]=[CH:13][CH:14]=[C:9]([S:6]([NH2:5])(=[O:8])=[O:7])[CH:10]=4)[CH:20]=[CH:19][CH:18]=3)[N:26]=2)=[CH:28][CH:29]=1. The yield is 0.630. (3) The reactants are [CH:1]1[C:13]2[CH:12]([CH2:14][O:15][C:16]([NH:18][C@@H:19]([CH2:23][C:24]3[C:32]4[C:27](=[CH:28][CH:29]=[CH:30][CH:31]=4)[NH:26][CH:25]=3)[C:20]([OH:22])=[O:21])=[O:17])[C:11]3[C:6](=[CH:7][CH:8]=[CH:9][CH:10]=3)[C:5]=2[CH:4]=[CH:3][CH:2]=1.I[C:34]1[CH:39]=[CH:38][CH:37]=[C:36]([O:40][CH2:41][CH2:42][CH3:43])[CH:35]=1. No catalyst specified. The product is [CH:1]1[C:13]2[CH:12]([CH2:14][O:15][C:16]([NH:18][C@@H:19]([CH2:23][C:24]3[C:32]4[C:27](=[CH:28][CH:29]=[CH:30][CH:31]=4)[NH:26][C:25]=3[C:34]3[CH:39]=[CH:38][CH:37]=[C:36]([O:40][CH2:41][CH2:42][CH3:43])[CH:35]=3)[C:20]([OH:22])=[O:21])=[O:17])[C:11]3[C:6](=[CH:7][CH:8]=[CH:9][CH:10]=3)[C:5]=2[CH:4]=[CH:3][CH:2]=1. The yield is 0.830. (4) The reactants are [CH2:1]([C:3]1[C:8](=[O:9])[NH:7][C:6]([CH3:10])=[C:5]([C:11]2[S:15][C:14]([C:16]([OH:18])=O)=[CH:13][CH:12]=2)[CH:4]=1)[CH3:2].[CH3:19][O:20][NH:21][CH3:22]. No catalyst specified. The product is [CH3:19][O:20][N:21]([CH3:22])[C:16]([C:14]1[S:15][C:11]([C:5]2[CH:4]=[C:3]([CH2:1][CH3:2])[C:8](=[O:9])[NH:7][C:6]=2[CH3:10])=[CH:12][CH:13]=1)=[O:18]. The yield is 0.850. (5) The reactants are [C:1]([OH:7])(=[O:6])[CH2:2][CH2:3][C:4]#[CH:5].[Cl:8][C:9]1[CH:14]=[CH:13][CH:12]=[CH:11][C:10]=1O. No catalyst specified. The product is [C:1]([O:7][C:10]1[CH:11]=[CH:12][CH:13]=[CH:14][C:9]=1[Cl:8])(=[O:6])[CH2:2][CH2:3][C:4]#[CH:5]. The yield is 0.870. (6) The reactants are Cl[C:2]1[N:7]=[CH:6][C:5]([O:8][C:9]2[CH:14]=[CH:13][CH:12]=[CH:11][C:10]=2[C:15]([F:18])([F:17])[F:16])=[CH:4][N:3]=1.[F:19][C:20]1[CH:27]=[CH:26][CH:25]=[C:24]([F:28])[C:21]=1[CH2:22][NH2:23]. No catalyst specified. The product is [F:19][C:20]1[CH:27]=[CH:26][CH:25]=[C:24]([F:28])[C:21]=1[CH2:22][NH:23][C:2]1[N:7]=[CH:6][C:5]([O:8][C:9]2[CH:14]=[CH:13][CH:12]=[CH:11][C:10]=2[C:15]([F:18])([F:17])[F:16])=[CH:4][N:3]=1. The yield is 0.226. (7) The catalyst is CN(C=O)C.O. The reactants are [Cl:1][C:2]1[CH:3]=[C:4]([CH:8]=[C:9]([Cl:11])[N:10]=1)[C:5]([OH:7])=O.[NH2:12][CH2:13][C@H:14]1[CH2:19][CH2:18][C@H:17]([CH2:20][NH:21][C:22](=[O:28])[O:23][C:24]([CH3:27])([CH3:26])[CH3:25])[CH2:16][CH2:15]1.CN(C(ON1N=NC2C=CC=CC1=2)=[N+](C)C)C.[B-](F)(F)(F)F.CN1CCOCC1. The yield is 0.660. The product is [Cl:11][C:9]1[CH:8]=[C:4]([C:5]([NH:12][CH2:13][C@H:14]2[CH2:15][CH2:16][C@H:17]([CH2:20][NH:21][C:22](=[O:28])[O:23][C:24]([CH3:26])([CH3:25])[CH3:27])[CH2:18][CH2:19]2)=[O:7])[CH:3]=[C:2]([Cl:1])[N:10]=1. (8) The reactants are C[Mg]I.[Mg].[CH3:5]I.[Br:7][C:8]1[CH:16]=[C:15]2[C:11]([C:12](=[O:18])[C:13](=[O:17])[NH:14]2)=[CH:10][CH:9]=1. The catalyst is C(OCC)C.C1COCC1. The product is [Br:7][C:8]1[CH:16]=[C:15]2[C:11]([C:12]([OH:18])([CH3:5])[C:13](=[O:17])[NH:14]2)=[CH:10][CH:9]=1. The yield is 0.930.